This data is from Full USPTO retrosynthesis dataset with 1.9M reactions from patents (1976-2016). The task is: Predict the reactants needed to synthesize the given product. (1) Given the product [Cl:1][C:2]1[C:3]([S:20]([NH2:21])(=[O:23])=[O:22])=[N:4][CH:5]=[C:6]([C:7]([N:34]2[CH2:35][CH2:36][C:31]([C:37]#[N:38])([C:25]3[CH:26]=[CH:27][CH:28]=[CH:29][CH:30]=3)[CH2:32][CH2:33]2)=[O:9])[C:10]=1[NH:11][C:12]1[CH:17]=[CH:16][C:15]([F:18])=[CH:14][C:13]=1[CH3:19], predict the reactants needed to synthesize it. The reactants are: [Cl:1][C:2]1[C:3]([S:20](=[O:23])(=[O:22])[NH2:21])=[N:4][CH:5]=[C:6]([C:10]=1[NH:11][C:12]1[CH:17]=[CH:16][C:15]([F:18])=[CH:14][C:13]=1[CH3:19])[C:7]([OH:9])=O.Cl.[C:25]1([C:31]2([C:37]#[N:38])[CH2:36][CH2:35][NH:34][CH2:33][CH2:32]2)[CH:30]=[CH:29][CH:28]=[CH:27][CH:26]=1. (2) Given the product [Br:1][C:2]1[CH:3]=[CH:4][C:5]([C:8]2[C:9]([C:20]3[CH:25]=[CH:24][C:23]([C:26](=[O:29])[NH2:27])=[CH:22][C:21]=3[CH3:28])=[C:10]([CH2:13][CH2:14][C:15]([OH:17])=[O:16])[S:11][CH:12]=2)=[CH:6][CH:7]=1, predict the reactants needed to synthesize it. The reactants are: [Br:1][C:2]1[CH:7]=[CH:6][C:5]([C:8]2[C:9]([C:20]3[CH:25]=[CH:24][C:23]([C:26]#[N:27])=[CH:22][C:21]=3[CH3:28])=[C:10]([CH2:13][CH2:14][C:15]([O:17]CC)=[O:16])[S:11][CH:12]=2)=[CH:4][CH:3]=1.[OH-:29].[Na+].OO. (3) Given the product [OH:13][C:14]1[C:15](=[O:17])[N:41]([CH2:40][CH2:39][C:32]2[C:33]3[C:38](=[CH:37][CH:36]=[CH:35][CH:34]=3)[N:30]([CH3:29])[CH:31]=2)[CH:1]([C:3]2[CH:12]=[CH:11][C:6]([C:7]([O:9][CH3:10])=[O:8])=[CH:5][CH:4]=2)[C:20]=1[C:21](=[O:28])[C:22]1[CH:27]=[CH:26][CH:25]=[N:24][CH:23]=1, predict the reactants needed to synthesize it. The reactants are: [CH:1]([C:3]1[CH:12]=[CH:11][C:6]([C:7]([O:9][CH3:10])=[O:8])=[CH:5][CH:4]=1)=O.[OH:13]/[C:14](=[CH:20]\[C:21](=[O:28])[C:22]1[CH:23]=[N:24][CH:25]=[CH:26][CH:27]=1)/[C:15]([O:17]CC)=O.[CH3:29][N:30]1[C:38]2[C:33](=[CH:34][CH:35]=[CH:36][CH:37]=2)[C:32]([CH2:39][CH2:40][NH2:41])=[CH:31]1.